This data is from Reaction yield outcomes from USPTO patents with 853,638 reactions. The task is: Predict the reaction yield, written as a fraction of the theoretical maximum amount of product (1.0 means a 100% yield; for example, 0.34 means a 34% yield). The reactants are [NH2:1][C:2]1[C:7]([OH:8])=[CH:6][C:5]([Br:9])=[CH:4][N:3]=1.[C:10]1(C)C=CC(S(O)(=O)=O)=CC=1. The catalyst is C(Cl)Cl. The product is [Br:9][C:5]1[CH:6]=[C:7]2[O:8][CH:10]=[N:1][C:2]2=[N:3][CH:4]=1. The yield is 0.600.